This data is from Full USPTO retrosynthesis dataset with 1.9M reactions from patents (1976-2016). The task is: Predict the reactants needed to synthesize the given product. (1) Given the product [F:19][C:17]([F:20])([F:18])[C:16]([N:8]1[CH2:9][CH2:10][C@:11]2([CH3:15])[C:12]([CH3:13])([CH3:14])[C@H:7]1[CH2:6][C:5]1[CH:22]=[C:23]3[N:24]=[C:25]([CH3:26])[NH:1][C:2]3=[CH:3][C:4]=12)=[O:21], predict the reactants needed to synthesize it. The reactants are: [NH2:1][C:2]1[C:23]([NH2:24])=[CH:22][C:5]2[CH2:6][C@@H:7]3[C:12]([CH3:14])([CH3:13])[C@:11]([CH3:15])([C:4]=2[CH:3]=1)[CH2:10][CH2:9][N:8]3[C:16](=[O:21])[C:17]([F:20])([F:19])[F:18].[C:25](O)(=O)[CH3:26]. (2) Given the product [NH:36]1[C:34]([CH2:33][C@@:10]2([CH3:32])[CH2:9][C@H:8]([C:4]3[CH:5]=[CH:6][CH:7]=[C:2]([Cl:1])[CH:3]=3)[C@@H:13]([C:14]3[CH:19]=[CH:18][C:17]([Cl:20])=[CH:16][CH:15]=3)[N:12]([C@@H:21]([CH2:29][CH3:30])[C:22]([O:24][C:25]([CH3:28])([CH3:27])[CH3:26])=[O:23])[C:11]2=[O:31])=[N:35][N:38]=[N:37]1, predict the reactants needed to synthesize it. The reactants are: [Cl:1][C:2]1[CH:3]=[C:4]([C@@H:8]2[C@@H:13]([C:14]3[CH:19]=[CH:18][C:17]([Cl:20])=[CH:16][CH:15]=3)[N:12]([C@@H:21]([CH2:29][CH3:30])[C:22]([O:24][C:25]([CH3:28])([CH3:27])[CH3:26])=[O:23])[C:11](=[O:31])[C@:10]([CH2:33][C:34]#[N:35])([CH3:32])[CH2:9]2)[CH:5]=[CH:6][CH:7]=1.[N-:36]=[N+:37]=[N-:38].[Na+].[NH4+].[Cl-]. (3) Given the product [Cl:1][C:2]1[N:10]=[C:9]([Cl:11])[CH:8]=[CH:7][C:3]=1[C:4]([O:6][CH3:12])=[O:5], predict the reactants needed to synthesize it. The reactants are: [Cl:1][C:2]1[N:10]=[C:9]([Cl:11])[CH:8]=[CH:7][C:3]=1[C:4]([OH:6])=[O:5].[CH3:12][Si](C=[N+]=[N-])(C)C. (4) The reactants are: [CH3:1][O:2][C:3](=[O:19])[CH2:4][O:5][CH2:6]/[CH:7]=[CH:8]\[CH2:9][N:10]1[C:15](=[O:16])[CH2:14][CH2:13][CH2:12][C@@H:11]1[CH2:17][OH:18].[H][H]. Given the product [CH3:1][O:2][C:3](=[O:19])[CH2:4][O:5][CH2:6][CH2:7][CH2:8][CH2:9][N:10]1[C:15](=[O:16])[CH2:14][CH2:13][CH2:12][C@@H:11]1[CH2:17][OH:18], predict the reactants needed to synthesize it. (5) Given the product [CH3:30][N:29]([CH2:31][C:32]1[CH:38]=[CH:37][C:35]([NH:36]/[C:16](=[C:6]2\[C:5](=[O:27])[NH:4][C:12]3[C:7]\2=[CH:8][C:9]([N+:13]([O-:15])=[O:14])=[CH:10][CH:11]=3)/[C:17]2[CH:18]=[CH:19][C:20]([N+:23]([O-:25])=[O:24])=[CH:21][CH:22]=2)=[CH:34][CH:33]=1)[CH3:28], predict the reactants needed to synthesize it. The reactants are: C([N:4]1[C:12]2[C:7](=[CH:8][C:9]([N+:13]([O-:15])=[O:14])=[CH:10][CH:11]=2)[C:6](=[C:16](Cl)[C:17]2[CH:22]=[CH:21][C:20]([N+:23]([O-:25])=[O:24])=[CH:19][CH:18]=2)[C:5]1=[O:27])(=O)C.[CH3:28][N:29]([CH2:31][C:32]1[CH:38]=[CH:37][C:35]([NH2:36])=[CH:34][CH:33]=1)[CH3:30].[OH-].[Na+]. (6) The reactants are: [O:1]1[CH2:7][CH:6]([C:8]2[C:16]3[S:15][C:14]([NH2:17])=[N:13][C:12]=3[C:11]([O:18][CH3:19])=[CH:10][CH:9]=2)[CH2:5][O:4][CH2:3][CH2:2]1.[CH3:20][C:21]1[S:25][C:24]([C:26](O)=[O:27])=[CH:23][CH:22]=1.COC1C2N=C(NC(=O)C3C=CC=CC=3)SC=2C(C2C=CC=CC=2)=CC=1. Given the product [O:4]1[CH2:5][CH:6]([C:8]2[C:16]3[S:15][C:14]([NH:17][C:26]([C:24]4[S:25][C:21]([CH3:20])=[CH:22][CH:23]=4)=[O:27])=[N:13][C:12]=3[C:11]([O:18][CH3:19])=[CH:10][CH:9]=2)[CH2:7][O:1][CH2:2][CH2:3]1, predict the reactants needed to synthesize it. (7) Given the product [C:12]([C:16]1[CH:33]=[CH:32][C:19]([CH2:20][N:21]([CH2:22][CH2:23][C:24]2[CH:29]=[CH:28][C:27]([Cl:30])=[C:26]([Cl:31])[CH:25]=2)[C:4](=[O:6])[C:3]2[CH:7]=[C:8]([Cl:11])[CH:9]=[N:10][C:2]=2[Cl:1])=[CH:18][CH:17]=1)([CH3:15])([CH3:13])[CH3:14], predict the reactants needed to synthesize it. The reactants are: [Cl:1][C:2]1[N:10]=[CH:9][C:8]([Cl:11])=[CH:7][C:3]=1[C:4]([OH:6])=O.[C:12]([C:16]1[CH:33]=[CH:32][C:19]([CH2:20][NH:21][CH2:22][CH2:23][C:24]2[CH:29]=[CH:28][C:27]([Cl:30])=[C:26]([Cl:31])[CH:25]=2)=[CH:18][CH:17]=1)([CH3:15])([CH3:14])[CH3:13].CN1CCOCC1.CN(C(ON1N=NC2C=CC=CC1=2)=[N+](C)C)C.F[P-](F)(F)(F)(F)F.